From a dataset of Reaction yield outcomes from USPTO patents with 853,638 reactions. Predict the reaction yield, written as a fraction of the theoretical maximum amount of product (1.0 means a 100% yield; for example, 0.34 means a 34% yield). (1) The reactants are [C:1]([C:4]1[CH:9]=[CH:8][C:7]([NH:10][CH2:11][C:12]2[CH:17]=[CH:16][C:15]([CH:18]([O:27]C3CCCCO3)[C:19]3[CH:20]=[C:21]([CH:24]=[CH:25][CH:26]=3)[C:22]#[N:23])=[CH:14][CH:13]=2)=[C:6]([CH3:34])[C:5]=1[OH:35])(=[O:3])[CH3:2].Cl. The catalyst is CO. The product is [C:1]([C:4]1[CH:9]=[CH:8][C:7]([NH:10][CH2:11][C:12]2[CH:13]=[CH:14][C:15]([CH:18]([OH:27])[C:19]3[CH:20]=[C:21]([CH:24]=[CH:25][CH:26]=3)[C:22]#[N:23])=[CH:16][CH:17]=2)=[C:6]([CH3:34])[C:5]=1[OH:35])(=[O:3])[CH3:2]. The yield is 0.720. (2) The reactants are [Cl:1][C:2]1[CH:3]=[C:4]([C:18]#[N:19])[C:5]2[N:9]=[C:8]([CH3:10])[N:7]([CH:11]3[CH2:16][CH2:15][CH2:14][CH2:13][O:12]3)[C:6]=2[CH:17]=1. The catalyst is [Ni].N.CO. The product is [Cl:1][C:2]1[CH:3]=[C:4]([CH2:18][NH2:19])[C:5]2[N:9]=[C:8]([CH3:10])[N:7]([CH:11]3[CH2:16][CH2:15][CH2:14][CH2:13][O:12]3)[C:6]=2[CH:17]=1. The yield is 0.590. (3) The reactants are [Cl:1][C:2]1[CH:3]=[C:4]([N:9]2[C:14](=[O:15])[CH:13]=[C:12]([O:16][CH:17]3[CH2:22][CH2:21][N:20]([C:23]([O:25][C:26]([CH3:29])([CH3:28])[CH3:27])=[O:24])[CH2:19][CH2:18]3)[C:11]([NH:30]C(OCC[Si](C)(C)C)=O)=[N:10]2)[CH:5]=[CH:6][C:7]=1[Cl:8].CCCC[N+](CCCC)(CCCC)CCCC.[F-]. The catalyst is C1COCC1. The product is [NH2:30][C:11]1[C:12]([O:16][CH:17]2[CH2:22][CH2:21][N:20]([C:23]([O:25][C:26]([CH3:29])([CH3:28])[CH3:27])=[O:24])[CH2:19][CH2:18]2)=[CH:13][C:14](=[O:15])[N:9]([C:4]2[CH:5]=[CH:6][C:7]([Cl:8])=[C:2]([Cl:1])[CH:3]=2)[N:10]=1. The yield is 0.550.